This data is from Forward reaction prediction with 1.9M reactions from USPTO patents (1976-2016). The task is: Predict the product of the given reaction. (1) Given the reactants [Cl:1][C:2]1[N:10]=[CH:9][CH:8]=[CH:7][C:3]=1[C:4]([OH:6])=O.ON1C2C=CC=CC=2N=N1.Cl.CN(C)CCCN=C=NCC.[C:33]([O:37][C:38](=[O:49])[NH:39][CH2:40][C:41]1[CH:46]=[CH:45][C:44]([CH2:47][NH2:48])=[CH:43][CH:42]=1)([CH3:36])([CH3:35])[CH3:34].CN1CCOCC1, predict the reaction product. The product is: [C:33]([O:37][C:38](=[O:49])[NH:39][CH2:40][C:41]1[CH:42]=[CH:43][C:44]([CH2:47][NH:48][C:4]([C:3]2[C:2]([Cl:1])=[N:10][CH:9]=[CH:8][CH:7]=2)=[O:6])=[CH:45][CH:46]=1)([CH3:36])([CH3:34])[CH3:35]. (2) Given the reactants [CH3:1][O:2][C:3]1[CH:4]=[C:5]([NH:11][CH:12]([C:30]2[CH:35]=[CH:34][CH:33]=[CH:32][CH:31]=2)[C:13]([C:15]2[C:23]3[C:18](=[CH:19][CH:20]=[CH:21][CH:22]=3)[N:17]([CH2:24][CH2:25][O:26]COC)[CH:16]=2)=[O:14])[CH:6]=[C:7]([O:9][CH3:10])[CH:8]=1.O1CCOCC1.C(=O)([O-])[O-].[K+].[K+], predict the reaction product. The product is: [CH3:1][O:2][C:3]1[CH:4]=[C:5]([NH:11][CH:12]([C:30]2[CH:35]=[CH:34][CH:33]=[CH:32][CH:31]=2)[C:13]([C:15]2[C:23]3[C:18](=[CH:19][CH:20]=[CH:21][CH:22]=3)[N:17]([CH2:24][CH2:25][OH:26])[CH:16]=2)=[O:14])[CH:6]=[C:7]([O:9][CH3:10])[CH:8]=1. (3) Given the reactants [NH2:1][C:2]1[N:7]=[CH:6][N:5]=[C:4]2[N:8]([CH2:20][C:21]3([OH:34])[CH2:26][CH2:25][N:24]([C:27]([O:29][C:30]([CH3:33])([CH3:32])[CH3:31])=[O:28])[CH2:23][CH2:22]3)[N:9]=[C:10]([C:11]3[CH:16]=[CH:15][C:14]([NH2:17])=[C:13]([O:18][CH3:19])[CH:12]=3)[C:3]=12.[C:35]1([C@@H:41]2[CH2:43][C@H:42]2[C:44](Cl)=[O:45])[CH:40]=[CH:39][CH:38]=[CH:37][CH:36]=1, predict the reaction product. The product is: [NH2:1][C:2]1[N:7]=[CH:6][N:5]=[C:4]2[N:8]([CH2:20][C:21]3([OH:34])[CH2:22][CH2:23][N:24]([C:27]([O:29][C:30]([CH3:31])([CH3:33])[CH3:32])=[O:28])[CH2:25][CH2:26]3)[N:9]=[C:10]([C:11]3[CH:16]=[CH:15][C:14]([NH:17][C:44]([C@@H:42]4[CH2:43][C@H:41]4[C:35]4[CH:40]=[CH:39][CH:38]=[CH:37][CH:36]=4)=[O:45])=[C:13]([O:18][CH3:19])[CH:12]=3)[C:3]=12. (4) Given the reactants [NH2:1][C:2]1[C:7](I)=[C:6]([C:9]([O:11][CH3:12])=[O:10])[N:5]=[C:4]([Cl:13])[N:3]=1.[CH2:14]([Sn](CCCC)(CCCC)C#CC)[CH2:15][CH2:16]C.C(OCC)(=O)C, predict the reaction product. The product is: [NH2:1][C:2]1[C:7]([C:14]#[C:15][CH3:16])=[C:6]([C:9]([O:11][CH3:12])=[O:10])[N:5]=[C:4]([Cl:13])[N:3]=1. (5) Given the reactants [F:1][C:2]([F:50])([F:49])[C:3]1[CH:4]=[C:5]([C@H:13]2[O:17][C:16](=[O:18])[N:15]([CH2:19][C:20]3[C:25]([C:26]4[CH:27]=[C:28]([C:34]5[C:43](C)=[CH:42][C:37]([C:38]([O:40][CH3:41])=[O:39])=[CH:36][C:35]=5[CH3:45])[CH:29]=[N:30][C:31]=4[O:32][CH3:33])=[CH:24][N:23]=[C:22]([S:46][CH3:47])[N:21]=3)[C@H:14]2[CH3:48])[CH:6]=[C:7]([C:9]([F:12])([F:11])[F:10])[CH:8]=1.FC(F)(F)C1C=C([C@H]2OC(=O)N(CC3C(B4OC(C)(C)C(C)(C)O4)=CN=C(SC)N=3)[C@H]2C)C=C(C(F)(F)F)C=1, predict the reaction product. The product is: [F:50][C:2]([F:1])([F:49])[C:3]1[CH:4]=[C:5]([C@H:13]2[O:17][C:16](=[O:18])[N:15]([CH2:19][C:20]3[C:25]([C:26]4[CH:27]=[C:28]([C:34]5[CH:43]=[CH:42][C:37]([C:38]([O:40][CH3:41])=[O:39])=[CH:36][C:35]=5[CH3:45])[CH:29]=[N:30][C:31]=4[O:32][CH3:33])=[CH:24][N:23]=[C:22]([S:46][CH3:47])[N:21]=3)[C@H:14]2[CH3:48])[CH:6]=[C:7]([C:9]([F:12])([F:11])[F:10])[CH:8]=1. (6) Given the reactants [C:1]([O:5][C:6]([N:8]1[CH2:13][CH:12]=[C:11]([O:14][Si](C)(C)C)[CH2:10][CH2:9]1)=[O:7])([CH3:4])([CH3:3])[CH3:2].[B-](F)(F)(F)[F:20].[B-](F)(F)(F)F.C1[N+]2(CCl)CC[N+](F)(CC2)C1.CCOC(C)=O, predict the reaction product. The product is: [C:1]([O:5][C:6]([N:8]1[CH2:13][CH2:12][C:11](=[O:14])[CH:10]([F:20])[CH2:9]1)=[O:7])([CH3:4])([CH3:3])[CH3:2]. (7) Given the reactants [C:1]1([C@H:7]2[C@@H:11]([C:12]3[CH:17]=[CH:16][CH:15]=[CH:14][CH:13]=3)[NH:10][C:9](=[S:18])[NH:8]2)[CH:6]=[CH:5][CH:4]=[CH:3][CH:2]=1.[Cl:19][C:20]1[CH:27]=[CH:26][CH:25]=[C:24]([Cl:28])[C:21]=1[CH2:22]Cl, predict the reaction product. The product is: [ClH:19].[Cl:19][C:20]1[CH:27]=[CH:26][CH:25]=[C:24]([Cl:28])[C:21]=1[CH2:22][S:18][C:9]1[NH:8][C@H:7]([C:1]2[CH:2]=[CH:3][CH:4]=[CH:5][CH:6]=2)[C@H:11]([C:12]2[CH:13]=[CH:14][CH:15]=[CH:16][CH:17]=2)[N:10]=1.